From a dataset of Reaction yield outcomes from USPTO patents with 853,638 reactions. Predict the reaction yield, written as a fraction of the theoretical maximum amount of product (1.0 means a 100% yield; for example, 0.34 means a 34% yield). (1) The reactants are [F:1][C:2]([F:16])([F:15])[C:3]1[CH:14]=[CH:13][C:6]([CH2:7][CH:8]([C:11]#[N:12])[C:9]#[N:10])=[CH:5][CH:4]=1.[H-].[Na+].Br[CH2:20][CH2:21][C:22]([F:25])([F:24])[F:23]. The catalyst is CN(C)C=O. The product is [F:23][C:22]([F:25])([F:24])[CH2:21][CH2:20][C:8]([CH2:7][C:6]1[CH:5]=[CH:4][C:3]([C:2]([F:15])([F:16])[F:1])=[CH:14][CH:13]=1)([C:11]#[N:12])[C:9]#[N:10]. The yield is 0.400. (2) The reactants are [CH3:1][O:2][C:3]1[CH:8]=[CH:7][C:6]([N:9]2[C:13]3[CH:14]=[C:15]([C:18]4[O:22][C:21]([SH:23])=[N:20][N:19]=4)[CH:16]=[CH:17][C:12]=3[N:11]=[CH:10]2)=[CH:5][CH:4]=1.[F:24][C:25]1[CH:26]=[C:27]([CH:30]=[CH:31][CH:32]=1)[CH2:28]Cl. No catalyst specified. The product is [F:24][C:25]1[CH:26]=[C:27]([CH:30]=[CH:31][CH:32]=1)[CH2:28][S:23][C:21]1[O:22][C:18]([C:15]2[CH:16]=[CH:17][C:12]3[N:11]=[CH:10][N:9]([C:6]4[CH:7]=[CH:8][C:3]([O:2][CH3:1])=[CH:4][CH:5]=4)[C:13]=3[CH:14]=2)=[N:19][N:20]=1. The yield is 0.260.